From a dataset of Forward reaction prediction with 1.9M reactions from USPTO patents (1976-2016). Predict the product of the given reaction. (1) Given the reactants C[O:2][C:3](=O)[CH:4]([CH3:20])[CH2:5][C@H:6]1[CH2:10][C:9](=[O:11])[N:8]([C@H:12]([C:14]2[CH:19]=[CH:18][CH:17]=[CH:16][CH:15]=2)[CH3:13])[CH2:7]1.[BH4-].[Na+].C(O)(=O)CC(CC(O)=O)(C(O)=O)O.O, predict the reaction product. The product is: [OH:2][CH2:3][CH:4]([CH3:20])[CH2:5][C@@H:6]1[CH2:7][N:8]([C@H:12]([C:14]2[CH:15]=[CH:16][CH:17]=[CH:18][CH:19]=2)[CH3:13])[C:9](=[O:11])[CH2:10]1. (2) Given the reactants [NH2:1][C:2]1[C:7]2[N:8]([CH2:20][CH:21]([OH:27])[CH2:22][C:23]([O:25][CH3:26])=[O:24])[C:9]([NH:11][C:12]3[CH:17]=[CH:16][C:15]([Cl:18])=[CH:14][C:13]=3[Cl:19])=[N:10][C:6]=2[CH:5]=[CH:4][CH:3]=1.[CH:28](=O)[CH3:29].[C:31](O[BH3-])(=O)[CH3:32].[Na+], predict the reaction product. The product is: [Cl:19][C:13]1[CH:14]=[C:15]([Cl:18])[CH:16]=[CH:17][C:12]=1[NH:11][C:9]1[N:8]([CH2:20][CH:21]([OH:27])[CH2:22][C:23]([O:25][CH3:26])=[O:24])[C:7]2[C:2]([N:1]([CH2:28][CH3:29])[CH2:31][CH3:32])=[CH:3][CH:4]=[CH:5][C:6]=2[N:10]=1. (3) Given the reactants [C:1]([N:4]1[CH2:9][CH2:8][NH:7][CH2:6][CH2:5]1)(=[O:3])[CH3:2].C(N(CC)C(C)C)(C)C.F[C:20]1[CH:21]=[CH:22][C:23]([N+:28]([O-:30])=[O:29])=[C:24]([CH2:26][OH:27])[CH:25]=1.O, predict the reaction product. The product is: [OH:27][CH2:26][C:24]1[CH:25]=[C:20]([N:7]2[CH2:8][CH2:9][N:4]([C:1](=[O:3])[CH3:2])[CH2:5][CH2:6]2)[CH:21]=[CH:22][C:23]=1[N+:28]([O-:30])=[O:29]. (4) Given the reactants [CH3:1][Si:2]([CH3:18])([CH3:17])[CH2:3][CH2:4][O:5][CH2:6][N:7]1[C:11]2=[N:12][CH:13]=[C:14]([NH2:16])[N:15]=[C:10]2[CH:9]=[CH:8]1.[CH:19]1([N:25]=[C:26]=[O:27])[CH2:24][CH2:23][CH2:22][CH2:21][CH2:20]1, predict the reaction product. The product is: [CH:19]1([NH:25][C:26]([NH:16][C:14]2[N:15]=[C:10]3[CH:9]=[CH:8][N:7]([CH2:6][O:5][CH2:4][CH2:3][Si:2]([CH3:18])([CH3:17])[CH3:1])[C:11]3=[N:12][CH:13]=2)=[O:27])[CH2:24][CH2:23][CH2:22][CH2:21][CH2:20]1. (5) Given the reactants [CH3:1][C:2]1[CH:7]=[C:6]([NH:8][C:9]2[CH:14]=[C:13]([C:15]([F:18])([F:17])[F:16])[CH:12]=[CH:11][N:10]=2)[N:5]=[C:4]([C:19]2[S:23][C:22]([C:24]([CH:27]3[CH2:31][CH2:30][NH:29][CH2:28]3)([OH:26])[CH3:25])=[N:21][CH:20]=2)[CH:3]=1.[O-:32][C:33]#[N:34].[K+].O.Cl, predict the reaction product. The product is: [OH:26][C:24]([CH:27]1[CH2:31][CH2:30][N:29]([C:33]([NH2:34])=[O:32])[CH2:28]1)([C:22]1[S:23][C:19]([C:4]2[CH:3]=[C:2]([CH3:1])[CH:7]=[C:6]([NH:8][C:9]3[CH:14]=[C:13]([C:15]([F:18])([F:16])[F:17])[CH:12]=[CH:11][N:10]=3)[N:5]=2)=[CH:20][N:21]=1)[CH3:25].